This data is from Catalyst prediction with 721,799 reactions and 888 catalyst types from USPTO. The task is: Predict which catalyst facilitates the given reaction. (1) Reactant: Br[CH:2]([C:6]1[C:7]([Cl:13])=[N:8][C:9]([Cl:12])=[N:10][CH:11]=1)[CH:3]([CH3:5])[CH3:4].C(=O)([O-])[O-].[K+].[K+].[I-].[K+].[CH3:22][O:23][C:24]1[CH:29]=[CH:28][C:27]([NH2:30])=[CH:26][CH:25]=1. Product: [Cl:12][C:9]1[N:8]=[C:7]([Cl:13])[C:6]([CH:2]([NH:30][C:27]2[CH:28]=[CH:29][C:24]([O:23][CH3:22])=[CH:25][CH:26]=2)[CH:3]([CH3:5])[CH3:4])=[CH:11][N:10]=1. The catalyst class is: 13. (2) Reactant: [NH:1]([C:8](=[O:28])[CH:9]([C:19]1[CH:27]=[CH:26][C:22]([C:23]([OH:25])=O)=[CH:21][N:20]=1)[C:10]([NH:12][C:13]1[CH:18]=[CH:17][CH:16]=[CH:15][CH:14]=1)=[O:11])[C:2]1[CH:7]=[CH:6][CH:5]=[CH:4][CH:3]=1.CCN=C=NCCCN(C)C.[CH:40]1[CH:41]=[CH:42][C:43]2[N:48](O)N=[N:46][C:44]=2[CH:45]=1.C1(N)C=CC=CC=1N. Product: [NH2:46][C:44]1[CH:45]=[CH:40][CH:41]=[CH:42][C:43]=1[NH:48][C:23]([C:22]1[CH:26]=[CH:27][C:19]([CH:9]([C:8]([NH:1][C:2]2[CH:7]=[CH:6][CH:5]=[CH:4][CH:3]=2)=[O:28])[C:10]([NH:12][C:13]2[CH:18]=[CH:17][CH:16]=[CH:15][CH:14]=2)=[O:11])=[N:20][CH:21]=1)=[O:25]. The catalyst class is: 3. (3) The catalyst class is: 4. Product: [CH3:31][O:32][C:33]1[CH:38]=[CH:37][C:36]([NH:39][S:20]([C:15]2[CH:14]=[CH:13][CH:12]=[C:11]3[C:16]=2[CH:17]=[CH:18][CH:19]=[C:10]3[NH:9][C:1](=[O:8])[C:2]2[CH:7]=[CH:6][CH:5]=[CH:4][CH:3]=2)(=[O:22])=[O:21])=[CH:35][CH:34]=1. Reactant: [C:1]([NH:9][C:10]1[CH:19]=[CH:18][CH:17]=[C:16]2[C:11]=1[CH:12]=[CH:13][CH:14]=[C:15]2[S:20](Cl)(=[O:22])=[O:21])(=[O:8])[C:2]1[CH:7]=[CH:6][CH:5]=[CH:4][CH:3]=1.C(N(CC)CC)C.[CH3:31][O:32][C:33]1[CH:38]=[CH:37][C:36]([NH2:39])=[CH:35][CH:34]=1. (4) Reactant: C[Si]([CH:5]=[N+:6]=[N-:7])(C)C.[CH3:8][C:9]1[N:17]=[CH:16][CH:15]=[CH:14][C:10]=1[C:11](Cl)=[O:12]. Product: [N:6]([CH2:5][C:11]([C:10]1[C:9]([CH3:8])=[N:17][CH:16]=[CH:15][CH:14]=1)=[O:12])=[NH:7]. The catalyst class is: 12. (5) Reactant: Br[C:2]1[C:3]([C:15]([CH3:18])([CH3:17])[CH3:16])=[N:4][N:5]([C:8]2[CH:13]=[CH:12][CH:11]=[CH:10][C:9]=2[CH3:14])[C:6]=1[NH2:7].[CH3:19]B1OB(C)OB(C)O1.C(=O)([O-])[O-].[K+].[K+]. Product: [C:15]([C:3]1[C:2]([CH3:19])=[C:6]([NH2:7])[N:5]([C:8]2[CH:13]=[CH:12][CH:11]=[CH:10][C:9]=2[CH3:14])[N:4]=1)([CH3:18])([CH3:17])[CH3:16]. The catalyst class is: 18. (6) Reactant: [NH2:1][C:2]1[N:10]=[C:9]2[C:5]([NH:6][CH:7]=[N:8]2)=[C:4]([O:11][CH2:12][C:13]2[CH:18]=[CH:17][CH:16]=[CH:15][CH:14]=2)[N:3]=1.[H-].[Li+].[CH3:21][Si:22]([CH3:46])([C:40]1[CH:45]=[CH:44][CH:43]=[CH:42][CH:41]=1)[CH:23]1[CH2:28][CH:27]2[C:25]([CH2:29][OH:30])([O:26]2)[CH:24]1[CH2:31][O:32][CH2:33][C:34]1[CH:39]=[CH:38][CH:37]=[CH:36][CH:35]=1. Product: [NH2:1][C:2]1[N:10]=[C:9]2[C:5]([N:6]=[CH:7][N:8]2[CH:27]2[C:25]([OH:26])([CH2:29][OH:30])[CH:24]([CH2:31][O:32][CH2:33][C:34]3[CH:35]=[CH:36][CH:37]=[CH:38][CH:39]=3)[CH:23]([Si:22]([CH3:46])([CH3:21])[C:40]3[CH:41]=[CH:42][CH:43]=[CH:44][CH:45]=3)[CH2:28]2)=[C:4]([O:11][CH2:12][C:13]2[CH:14]=[CH:15][CH:16]=[CH:17][CH:18]=2)[N:3]=1. The catalyst class is: 31. (7) Reactant: [NH2:1][CH:2]([C:4]1[C:13]([C:14]2[CH:19]=[CH:18][CH:17]=[CH:16][CH:15]=2)=[C:12]([C:20]([O:22][CH3:23])=[O:21])[C:11]2[C:6](=[CH:7][CH:8]=[C:9]([F:24])[CH:10]=2)[N:5]=1)[CH3:3].[CH3:25][C:26]([O:29][C:30](O[C:30]([O:29][C:26]([CH3:28])([CH3:27])[CH3:25])=[O:31])=[O:31])([CH3:28])[CH3:27].CCN(CC)CC. Product: [C:26]([O:29][C:30]([NH:1][CH:2]([C:4]1[C:13]([C:14]2[CH:19]=[CH:18][CH:17]=[CH:16][CH:15]=2)=[C:12]([C:20]([O:22][CH3:23])=[O:21])[C:11]2[C:6](=[CH:7][CH:8]=[C:9]([F:24])[CH:10]=2)[N:5]=1)[CH3:3])=[O:31])([CH3:28])([CH3:27])[CH3:25]. The catalyst class is: 1. (8) Reactant: Br[C:2]1[CH:12]=[C:11]([F:13])[C:5]2[O:6][CH2:7][C:8](=[O:10])[NH:9][C:4]=2[CH:3]=1.[B:14]1([B:14]2[O:18][C:17]([CH3:20])([CH3:19])[C:16]([CH3:22])([CH3:21])[O:15]2)[O:18][C:17]([CH3:20])([CH3:19])[C:16]([CH3:22])([CH3:21])[O:15]1.CC([O-])=O.[K+]. Product: [F:13][C:11]1[C:5]2[O:6][CH2:7][C:8](=[O:10])[NH:9][C:4]=2[CH:3]=[C:2]([B:14]2[O:18][C:17]([CH3:20])([CH3:19])[C:16]([CH3:22])([CH3:21])[O:15]2)[CH:12]=1. The catalyst class is: 368. (9) Reactant: [C:1]([C:3]1[CH:7]=[CH:6][N:5]([C:8]2[C:13]([CH3:14])=[CH:12][C:11]([CH3:15])=[CH:10][C:9]=2[CH3:16])[C:4]=1[C:17](OCC)=O)#[N:2].[OH2:22].[NH2:23][NH2:24].C(O)C. Product: [NH2:2][C:1]1[C:3]2[CH:7]=[CH:6][N:5]([C:8]3[C:13]([CH3:14])=[CH:12][C:11]([CH3:15])=[CH:10][C:9]=3[CH3:16])[C:4]=2[C:17](=[O:22])[NH:23][N:24]=1. The catalyst class is: 6. (10) Reactant: [CH3:1][N:2]([CH3:6])[C:3](Cl)=[O:4].[OH:7][C:8]([C:10]([F:13])([F:12])[F:11])=[O:9].[F:14][C:15]1[CH:41]=[C:40]([O:42][CH3:43])[CH:39]=[CH:38][C:16]=1[O:17][CH:18]1[CH2:23][CH2:22][N:21]([C:24]2[N:29]=[C:28]3[CH2:30][NH:31][CH2:32][CH2:33][C:27]3=[N:26][C:25]=2[NH:34][CH:35]([CH3:37])[CH3:36])[CH2:20][CH2:19]1.C(N(CC)CC)C. Product: [F:14][C:15]1[CH:41]=[C:40]([O:42][CH3:43])[CH:39]=[CH:38][C:16]=1[O:17][CH:18]1[CH2:19][CH2:20][N:21]([C:24]2[N:29]=[C:28]3[CH2:30][N:31]([C:3]([N:2]([CH3:6])[CH3:1])=[O:4])[CH2:32][CH2:33][C:27]3=[N:26][C:25]=2[NH:34][CH:35]([CH3:37])[CH3:36])[CH2:22][CH2:23]1.[C:8]([OH:9])([C:10]([F:13])([F:12])[F:11])=[O:7]. The catalyst class is: 2.